From a dataset of Peptide-MHC class I binding affinity with 185,985 pairs from IEDB/IMGT. Regression. Given a peptide amino acid sequence and an MHC pseudo amino acid sequence, predict their binding affinity value. This is MHC class I binding data. (1) The peptide sequence is FSKKKVCFV. The MHC is HLA-A32:01 with pseudo-sequence HLA-A32:01. The binding affinity (normalized) is 0.0319. (2) The binding affinity (normalized) is 0.0847. The peptide sequence is NIVFSPFGY. The MHC is HLA-B48:01 with pseudo-sequence HLA-B48:01.